Dataset: Full USPTO retrosynthesis dataset with 1.9M reactions from patents (1976-2016). Task: Predict the reactants needed to synthesize the given product. (1) The reactants are: [C:1]([C:5]1[N:10]=[C:9]([N:11]2[CH2:16][CH2:15][NH:14][CH2:13][CH2:12]2)[CH:8]=[C:7]([CH:17]2[CH2:20][CH2:19][CH2:18]2)[N:6]=1)([CH3:4])([CH3:3])[CH3:2].Br[CH2:22][CH2:23][CH2:24][CH2:25][N:26]1[C:30](=[O:31])[C:29]2=[CH:32][CH:33]=[CH:34][CH:35]=[C:28]2[C:27]1=[O:36].C(N(CC)CC)C. Given the product [C:1]([C:5]1[N:10]=[C:9]([N:11]2[CH2:12][CH2:13][N:14]([CH2:22][CH2:23][CH2:24][CH2:25][N:26]3[C:30](=[O:31])[C:29]4[C:28](=[CH:35][CH:34]=[CH:33][CH:32]=4)[C:27]3=[O:36])[CH2:15][CH2:16]2)[CH:8]=[C:7]([CH:17]2[CH2:20][CH2:19][CH2:18]2)[N:6]=1)([CH3:4])([CH3:2])[CH3:3], predict the reactants needed to synthesize it. (2) Given the product [CH3:50][O:51][C:52](=[O:78])[C@@H:53]([NH:56][C:57]([C:59]1[C:60]([CH3:77])=[N:61][C:62]([NH:66][CH2:67][CH2:68][CH2:69][C:70]2[CH:75]=[CH:74][CH:73]=[C:72]([OH:76])[CH:71]=2)=[N:63][C:64]=1[CH3:65])=[O:58])[CH2:54][NH:55][C:6]([C:2]1[S:1][CH:5]=[CH:4][CH:3]=1)=[O:8], predict the reactants needed to synthesize it. The reactants are: [S:1]1[CH:5]=[CH:4][CH:3]=[C:2]1[C:6]([OH:8])=O.CN(C(ON1N=NC2C=CC=CC1=2)=[N+](C)C)C.F[P-](F)(F)(F)(F)F.C1C=CC2N(O)N=NC=2C=1.C(N(CC)CC)C.[CH3:50][O:51][C:52](=[O:78])[C@@H:53]([NH:56][C:57]([C:59]1[C:60]([CH3:77])=[N:61][C:62]([NH:66][CH2:67][CH2:68][CH2:69][C:70]2[CH:75]=[CH:74][CH:73]=[C:72]([OH:76])[CH:71]=2)=[N:63][C:64]=1[CH3:65])=[O:58])[CH2:54][NH2:55]. (3) Given the product [Cl:29][C:27]1[CH:26]=[CH:25][C:24]([C:30]([N:32]2[C@H:41]([CH3:42])[CH2:40][C:39]3[C:34](=[CH:35][CH:36]=[CH:37][CH:38]=3)[CH2:33]2)=[O:31])=[C:23]([C:21]2[N:20]([CH3:43])[C:19]([CH3:44])=[C:18]([C:16]([N:15]([C:12]3[CH:11]=[CH:10][C:9]([OH:8])=[CH:14][CH:13]=3)[C:45]3[CH:46]=[N:47][N:48]([CH3:50])[CH:49]=3)=[O:17])[CH:22]=2)[CH:28]=1, predict the reactants needed to synthesize it. The reactants are: [Si]([O:8][C:9]1[CH:14]=[CH:13][C:12]([N:15]([C:45]2[CH:46]=[N:47][N:48]([CH3:50])[CH:49]=2)[C:16]([C:18]2[CH:22]=[C:21]([C:23]3[CH:28]=[C:27]([Cl:29])[CH:26]=[CH:25][C:24]=3[C:30]([N:32]3[C@H:41]([CH3:42])[CH2:40][C:39]4[C:34](=[CH:35][CH:36]=[CH:37][CH:38]=4)[CH2:33]3)=[O:31])[N:20]([CH3:43])[C:19]=2[CH3:44])=[O:17])=[CH:11][CH:10]=1)(C(C)(C)C)(C)C.[OH-].[K+]. (4) Given the product [CH2:9]([O:8][C:4]1[CH:3]=[C:2]([C:21]#[C:20][Si:17]([CH3:19])([CH3:18])[CH3:16])[CH:7]=[CH:6][CH:5]=1)[CH2:10][CH2:11][CH2:12][CH2:13][CH3:14], predict the reactants needed to synthesize it. The reactants are: Br[C:2]1[CH:7]=[CH:6][CH:5]=[C:4]([O:8][CH2:9][CH2:10][CH2:11][CH2:12][CH2:13][CH2:14]C)[CH:3]=1.[CH3:16][Si:17]([CH2:20][CH3:21])([CH3:19])[CH3:18]. (5) Given the product [CH2:1]([N:8]1[CH2:13][CH2:12][O:11][CH2:10][C:9]1([CH3:19])[C:15]([O:17][CH3:18])=[O:16])[C:2]1[CH:3]=[CH:4][CH:5]=[CH:6][CH:7]=1, predict the reactants needed to synthesize it. The reactants are: [CH2:1]([N:8]1[C:13](=O)[CH2:12][O:11][CH2:10][C:9]1([CH3:19])[C:15]([O:17][CH3:18])=[O:16])[C:2]1[CH:7]=[CH:6][CH:5]=[CH:4][CH:3]=1.O.CCOC(C)=O. (6) Given the product [NH2:1][C:2]1[N:6]([C:7]2[C:12]([Cl:13])=[CH:11][C:10]([C:14]([F:17])([F:15])[F:16])=[CH:9][C:8]=2[Cl:18])[N:5]=[C:4]([S:19]([CH3:20])(=[O:32])=[O:47])[C:3]=1[C:21]([C:23]1[CH:28]=[C:27]([CH3:29])[CH:26]=[CH:25][C:24]=1[CH3:30])=[O:22], predict the reactants needed to synthesize it. The reactants are: [NH2:1][C:2]1[N:6]([C:7]2[C:12]([Cl:13])=[CH:11][C:10]([C:14]([F:17])([F:16])[F:15])=[CH:9][C:8]=2[Cl:18])[N:5]=[C:4]([S:19][CH3:20])[C:3]=1[C:21]([C:23]1[CH:28]=[C:27]([CH3:29])[CH:26]=[CH:25][C:24]=1[CH3:30])=[O:22].C(=O)(O)[O-:32].[Na+].ClC1C=C(C=CC=1)C(OO)=O.[OH2:47]. (7) The reactants are: Br[C:2]1[CH:7]=[CH:6][C:5]([Br:8])=[CH:4][N:3]=1.[NH:9]1[CH:13]=[N:12][N:11]=[N:10]1.C(=O)([O-])[O-].[K+].[K+].O. Given the product [N:9]1([C:2]2[CH:7]=[CH:6][C:5]([Br:8])=[CH:4][N:3]=2)[CH:13]=[N:12][N:11]=[N:10]1, predict the reactants needed to synthesize it.